This data is from NCI-60 drug combinations with 297,098 pairs across 59 cell lines. The task is: Regression. Given two drug SMILES strings and cell line genomic features, predict the synergy score measuring deviation from expected non-interaction effect. (1) Drug 1: C1=CC(=CC=C1CCCC(=O)O)N(CCCl)CCCl. Drug 2: CCN(CC)CCNC(=O)C1=C(NC(=C1C)C=C2C3=C(C=CC(=C3)F)NC2=O)C. Cell line: NCIH23. Synergy scores: CSS=37.0, Synergy_ZIP=-2.12, Synergy_Bliss=-8.73, Synergy_Loewe=-11.6, Synergy_HSA=-11.5. (2) Drug 1: CN(C)C1=NC(=NC(=N1)N(C)C)N(C)C. Drug 2: CN(C(=O)NC(C=O)C(C(C(CO)O)O)O)N=O. Cell line: A549. Synergy scores: CSS=-1.71, Synergy_ZIP=0.573, Synergy_Bliss=-2.27, Synergy_Loewe=-6.47, Synergy_HSA=-6.28. (3) Drug 1: CC(C)(C#N)C1=CC(=CC(=C1)CN2C=NC=N2)C(C)(C)C#N. Drug 2: C(CC(=O)O)C(=O)CN.Cl. Cell line: DU-145. Synergy scores: CSS=28.7, Synergy_ZIP=5.42, Synergy_Bliss=9.02, Synergy_Loewe=3.38, Synergy_HSA=3.53. (4) Drug 1: CC1C(C(CC(O1)OC2CC(CC3=C2C(=C4C(=C3O)C(=O)C5=C(C4=O)C(=CC=C5)OC)O)(C(=O)C)O)N)O.Cl. Drug 2: C1CC(=O)NC(=O)C1N2C(=O)C3=CC=CC=C3C2=O. Cell line: M14. Synergy scores: CSS=12.9, Synergy_ZIP=-0.191, Synergy_Bliss=6.81, Synergy_Loewe=-6.75, Synergy_HSA=5.72.